The task is: Predict the reactants needed to synthesize the given product.. This data is from Full USPTO retrosynthesis dataset with 1.9M reactions from patents (1976-2016). (1) Given the product [Cl:1][C:2]1[N:7]=[C:6]([NH:8][C:9]2[C:10]([O:16][CH:21]3[CH2:22][CH2:23][O:18][CH2:19][CH2:20]3)=[CH:11][CH:12]=[CH:13][C:14]=2[F:15])[C:5]([Cl:17])=[CH:4][N:3]=1, predict the reactants needed to synthesize it. The reactants are: [Cl:1][C:2]1[N:7]=[C:6]([NH:8][C:9]2[C:14]([F:15])=[CH:13][CH:12]=[CH:11][C:10]=2[OH:16])[C:5]([Cl:17])=[CH:4][N:3]=1.[O:18]1[CH2:23][CH2:22][CH:21](O)[CH2:20][CH2:19]1. (2) Given the product [Cl:1][C:2]1[CH:3]=[C:4]([S:8][S:10][C:12]2[CH:5]=[CH:6][CH:7]=[C:2]([Cl:1])[CH:3]=2)[CH:5]=[CH:6][CH:7]=1, predict the reactants needed to synthesize it. The reactants are: [Cl:1][C:2]1[CH:3]=[C:4]([SH:8])[CH:5]=[CH:6][CH:7]=1.C[S:10]([CH3:12])=O.